This data is from Forward reaction prediction with 1.9M reactions from USPTO patents (1976-2016). The task is: Predict the product of the given reaction. (1) Given the reactants C[O:2][C:3]([C:5]1[CH:6]=[C:7]2[C:11](=[CH:12][CH:13]=1)[NH:10][CH:9]=[C:8]2[CH2:14][CH2:15][NH:16][CH2:17][C:18]1[CH:23]=[CH:22][CH:21]=[C:20]([O:24][CH2:25][C:26]([F:29])([F:28])[F:27])[CH:19]=1)=[O:4].Cl, predict the reaction product. The product is: [C:3]([C:5]1[CH:6]=[C:7]2[C:11](=[CH:12][CH:13]=1)[NH:10][CH:9]=[C:8]2[CH2:14][CH2:15][NH:16][CH2:17][C:18]1[CH:23]=[CH:22][CH:21]=[C:20]([O:24][CH2:25][C:26]([F:27])([F:29])[F:28])[CH:19]=1)([OH:4])=[O:2]. (2) Given the reactants [CH2:1]([N:8]([CH2:12][Si](C)(C)C)[CH2:9]OC)[C:2]1[CH:7]=[CH:6][CH:5]=[CH:4][CH:3]=1.[C:17]([O:25][CH3:26])(=[O:24])/[CH:18]=[CH:19]\[C:20]([O:22][CH3:23])=[O:21].C(O)(C(F)(F)F)=O.C([O-])(O)=O.[Na+], predict the reaction product. The product is: [CH3:23][O:22][C:20]([CH:19]1[CH:18]([C:17]([O:25][CH3:26])=[O:24])[CH2:9][N:8]([CH2:1][C:2]2[CH:3]=[CH:4][CH:5]=[CH:6][CH:7]=2)[CH2:12]1)=[O:21]. (3) Given the reactants [CH2:1]([O:8][C:9]1[CH:17]=[CH:16][CH:15]=[C:14]2[C:10]=1[CH:11]=[C:12]([C:19](O)=O)[N:13]2[CH3:18])[C:2]1[CH:7]=[CH:6][CH:5]=[CH:4][CH:3]=1.CN([C:25]([O:29]N1N=NC2C=CC=CC1=2)=[N+](C)C)C.[B-](F)(F)(F)F.C1C=CC2N(O)N=NC=2C=1.CCN(C(C)C)C(C)C.[CH2:63]([NH2:71])[CH2:64][C:65]1[CH:70]=[CH:69][CH:68]=[CH:67][CH:66]=1, predict the reaction product. The product is: [CH2:63]([NH:71][C:25]([CH2:19][C:12]1[N:13]([CH3:18])[C:14]2[C:10]([CH:11]=1)=[C:9]([O:8][CH2:1][C:2]1[CH:3]=[CH:4][CH:5]=[CH:6][CH:7]=1)[CH:17]=[CH:16][CH:15]=2)=[O:29])[CH2:64][C:65]1[CH:70]=[CH:69][CH:68]=[CH:67][CH:66]=1. (4) Given the reactants [C:1]([NH:18][C@H:19]([C:23]([O:25][CH2:26][CH:27]([OH:38])[C:28]([O:30][CH2:31][C:32]1[CH:37]=[CH:36][CH:35]=[CH:34][CH:33]=1)=[O:29])=[O:24])[CH:20]([CH3:22])[CH3:21])([O:3][CH2:4][CH:5]1[C:17]2[C:12](=[CH:13][CH:14]=[CH:15][CH:16]=2)[C:11]2[C:6]1=[CH:7][CH:8]=[CH:9][CH:10]=2)=[O:2].N1C=CC=CC=1.[C:45](Cl)(=[O:63])[CH2:46][CH2:47][CH2:48][CH2:49][CH2:50][CH2:51][CH2:52][CH2:53][CH2:54][CH2:55][CH2:56][CH2:57][CH2:58][CH2:59][CH2:60][CH2:61][CH3:62].C(=O)([O-])O.[Na+], predict the reaction product. The product is: [C:1]([NH:18][C@H:19]([C:23]([O:25][CH2:26][CH:27]([O:38][C:45](=[O:63])[CH2:46][CH2:47][CH2:48][CH2:49][CH2:50][CH2:51][CH2:52][CH2:53][CH2:54][CH2:55][CH2:56][CH2:57][CH2:58][CH2:59][CH2:60][CH2:61][CH3:62])[C:28]([O:30][CH2:31][C:32]1[CH:33]=[CH:34][CH:35]=[CH:36][CH:37]=1)=[O:29])=[O:24])[CH:20]([CH3:22])[CH3:21])([O:3][CH2:4][CH:5]1[C:6]2[C:11](=[CH:10][CH:9]=[CH:8][CH:7]=2)[C:12]2[C:17]1=[CH:16][CH:15]=[CH:14][CH:13]=2)=[O:2]. (5) Given the reactants [CH3:1][C:2]1[CH:7]=[C:6]([N:8]2[CH2:12][CH2:11][CH:10]([N:13]3[CH2:17][CH2:16][CH2:15][CH:14]3[CH3:18])[CH2:9]2)[CH:5]=[CH:4][C:3]=1[NH2:19].[N:20]1([C:25]2[CH:33]=[CH:32][C:28]([C:29](O)=[O:30])=[CH:27][CH:26]=2)[CH:24]=[CH:23][N:22]=[CH:21]1, predict the reaction product. The product is: [N:20]1([C:25]2[CH:26]=[CH:27][C:28]([C:29]([NH:19][C:3]3[CH:4]=[CH:5][C:6]([N:8]4[CH2:12][CH2:11][CH:10]([N:13]5[CH2:17][CH2:16][CH2:15][CH:14]5[CH3:18])[CH2:9]4)=[CH:7][C:2]=3[CH3:1])=[O:30])=[CH:32][CH:33]=2)[CH:24]=[CH:23][N:22]=[CH:21]1. (6) Given the reactants Br[C:2]1[CH:7]=[C:6](C)[CH:5]=[CH:4][N:3]=1.[CH3:9]N(CCN(C)C)C.[Si:17]([C:21]#[CH:22])([CH3:20])([CH3:19])[CH3:18], predict the reaction product. The product is: [CH3:9][C:4]1[CH:5]=[CH:6][CH:7]=[C:2]([C:22]#[C:21][Si:17]([CH3:20])([CH3:19])[CH3:18])[N:3]=1.